This data is from Reaction yield outcomes from USPTO patents with 853,638 reactions. The task is: Predict the reaction yield, written as a fraction of the theoretical maximum amount of product (1.0 means a 100% yield; for example, 0.34 means a 34% yield). (1) The reactants are [Br:1][C:2]1[CH:3]=[C:4]([C:16]([OH:18])=O)[C:5]2[C:10]([CH2:11][CH3:12])=[N:9][N:8]([CH:13]([CH3:15])[CH3:14])[C:6]=2[N:7]=1.[NH2:19][CH2:20][C:21]1[C:22](=[O:29])[NH:23][C:24]([CH3:28])=[CH:25][C:26]=1[CH3:27].C1CN([P+](ON2N=NC3C=CC=CC2=3)(N2CCCC2)N2CCCC2)CC1.F[P-](F)(F)(F)(F)F. The catalyst is CS(C)=O. The product is [Br:1][C:2]1[CH:3]=[C:4]([C:16]([NH:19][CH2:20][C:21]2[C:22](=[O:29])[NH:23][C:24]([CH3:28])=[CH:25][C:26]=2[CH3:27])=[O:18])[C:5]2[C:10]([CH2:11][CH3:12])=[N:9][N:8]([CH:13]([CH3:14])[CH3:15])[C:6]=2[N:7]=1. The yield is 0.816. (2) The yield is 0.400. The reactants are [C:1]([CH:5]1[CH2:10][CH2:9][CH:8]([O:11][C:12]2[C:13]([CH:29]3[CH2:31][CH2:30]3)=[C:14]3[C:19](=[CH:20][CH:21]=2)[CH:18]=[C:17]([C@:22]2([CH3:28])[CH2:26][O:25]C(=O)[NH:23]2)[CH:16]=[CH:15]3)[CH2:7][CH2:6]1)([CH3:4])([CH3:3])[CH3:2].C(O)C.O.[OH-].[Li+].O. No catalyst specified. The product is [NH2:23][C@@:22]([C:17]1[CH:16]=[CH:15][C:14]2[C:19](=[CH:20][CH:21]=[C:12]([O:11][C@H:8]3[CH2:7][CH2:6][C@H:5]([C:1]([CH3:4])([CH3:3])[CH3:2])[CH2:10][CH2:9]3)[C:13]=2[CH:29]2[CH2:31][CH2:30]2)[CH:18]=1)([CH3:28])[CH2:26][OH:25]. (3) The reactants are [ClH:1].[C:2]([C:4]1[CH:11]=[CH:10][C:7]([CH2:8][NH2:9])=[CH:6][CH:5]=1)#[N:3]. The catalyst is O. The product is [ClH:1].[C:2]([C:4]1[CH:11]=[CH:10][C:7]([CH2:8][NH2:9])=[CH:6][CH:5]=1)#[N:3]. The yield is 0.700. (4) The reactants are [CH3:1][C:2]1[C:6]([CH2:7][N:8]2[CH:12]=[C:11]([N:13]3[C:17](=[O:18])[CH2:16][NH:15][C:14]3=[O:19])[CH:10]=[N:9]2)=[C:5]([CH3:20])[O:4][N:3]=1.Br[CH2:22][C:23]1[CH:24]=[C:25]([CH:28]=[CH:29][CH:30]=1)[C:26]#[N:27]. No catalyst specified. The product is [CH3:1][C:2]1[C:6]([CH2:7][N:8]2[CH:12]=[C:11]([N:13]3[C:17](=[O:18])[CH2:16][N:15]([CH2:22][C:23]4[CH:24]=[C:25]([CH:28]=[CH:29][CH:30]=4)[C:26]#[N:27])[C:14]3=[O:19])[CH:10]=[N:9]2)=[C:5]([CH3:20])[O:4][N:3]=1. The yield is 0.210. (5) The reactants are [I:1][C:2]1[CH:7]=[CH:6][C:5]([OH:8])=[CH:4][CH:3]=1.Cl[CH2:10][CH2:11][O:12][CH2:13][CH2:14][O:15][CH2:16][CH2:17][F:18].C(=O)([O-])[O-].[K+].[K+].CN(C=O)C. The catalyst is C(OCC)(=O)C.O. The product is [F:18][CH2:17][CH2:16][O:15][CH2:14][CH2:13][O:12][CH2:11][CH2:10][O:8][C:5]1[CH:6]=[CH:7][C:2]([I:1])=[CH:3][CH:4]=1. The yield is 0.847. (6) The reactants are [Cl:1][C:2]1[CH:3]=[C:4]([C:9]2[CH:13]=[CH:12][NH:11][N:10]=2)[CH:5]=[CH:6][C:7]=1[Cl:8].C(=O)([O-])[O-].[Cs+].[Cs+].[CH2:20]([CH:22]1[O:24][CH2:23]1)Cl. The catalyst is CN(C=O)C. The product is [Cl:1][C:2]1[CH:3]=[C:4]([C:9]2[CH:13]=[CH:12][N:11]([CH2:20][CH:22]3[CH2:23][O:24]3)[N:10]=2)[CH:5]=[CH:6][C:7]=1[Cl:8]. The yield is 0.820. (7) The reactants are [C:1]([O:5][C:6](=[O:32])[CH2:7][O:8][C:9]1[C:14]2[CH2:15][CH2:16][CH2:17][CH2:18][CH:19]([N:20]([S:22]([C:25]3[CH:30]=[CH:29][C:28](I)=[CH:27][CH:26]=3)(=[O:24])=[O:23])[CH3:21])[C:13]=2[CH:12]=[CH:11][CH:10]=1)([CH3:4])([CH3:3])[CH3:2].[OH:33][C:34]1[CH:39]=[CH:38][C:37](B(O)O)=[CH:36][CH:35]=1.C([O-])([O-])=O.[K+].[K+]. The product is [C:1]([O:5][C:6](=[O:32])[CH2:7][O:8][C:9]1[C:14]2[CH2:15][CH2:16][CH2:17][CH2:18][CH:19]([N:20]([S:22]([C:25]3[CH:30]=[CH:29][C:28]([C:37]4[CH:38]=[CH:39][C:34]([OH:33])=[CH:35][CH:36]=4)=[CH:27][CH:26]=3)(=[O:24])=[O:23])[CH3:21])[C:13]=2[CH:12]=[CH:11][CH:10]=1)([CH3:4])([CH3:3])[CH3:2]. The yield is 0.520. The catalyst is C1C=CC([P]([Pd]([P](C2C=CC=CC=2)(C2C=CC=CC=2)C2C=CC=CC=2)([P](C2C=CC=CC=2)(C2C=CC=CC=2)C2C=CC=CC=2)[P](C2C=CC=CC=2)(C2C=CC=CC=2)C2C=CC=CC=2)(C2C=CC=CC=2)C2C=CC=CC=2)=CC=1. (8) The reactants are [CH2:1]([O:8][C:9]1[CH:14]=[CH:13][C:12]([N:15]2[C:19](=[O:20])[CH2:18][CH:17]([C:21]([OH:23])=O)[CH2:16]2)=[CH:11][CH:10]=1)[C:2]1[CH:7]=[CH:6][CH:5]=[CH:4][CH:3]=1.[CH3:24][NH2:25]. No catalyst specified. The product is [CH3:24][NH:25][C:21]([CH:17]1[CH2:18][C:19](=[O:20])[N:15]([C:12]2[CH:13]=[CH:14][C:9]([O:8][CH2:1][C:2]3[CH:7]=[CH:6][CH:5]=[CH:4][CH:3]=3)=[CH:10][CH:11]=2)[CH2:16]1)=[O:23]. The yield is 0.730. (9) The reactants are [Br:1][C:2]1[C:3]([C:8]2[NH:12][CH:11]=[N:10][N:9]=2)=[C:4]([NH2:7])[S:5][CH:6]=1.[CH:13]1[C:22]2[C:17](=[CH:18][CH:19]=[CH:20][CH:21]=2)[C:16]([CH2:23][C:24](O)=[O:25])=[CH:15][N:14]=1.CCN(C(C)C)C(C)C.CN(C(ON1N=NC2C=CC=CC1=2)=[N+](C)C)C.F[P-](F)(F)(F)(F)F. The catalyst is C(Cl)Cl. The product is [Br:1][C:2]1[C:3]([C:8]2[NH:12][CH:11]=[N:10][N:9]=2)=[C:4]([NH:7][C:24](=[O:25])[CH2:23][C:16]2[C:17]3[C:22](=[CH:21][CH:20]=[CH:19][CH:18]=3)[CH:13]=[N:14][CH:15]=2)[S:5][CH:6]=1. The yield is 0.150.